From a dataset of Forward reaction prediction with 1.9M reactions from USPTO patents (1976-2016). Predict the product of the given reaction. (1) Given the reactants [CH:1]1[C:11]2[CH2:10][CH2:9][C:8]3[CH:12]=[CH:13][CH:14]=[CH:15][C:7]=3[NH:6][C:5]=2[CH:4]=[CH:3][CH:2]=1.[NH2-].[Na+].[CH2:18]([CH:20]1[O:22][CH2:21]1)Cl.Cl, predict the reaction product. The product is: [O:22]1[CH2:21][CH:20]1[CH2:18][N:6]1[C:7]2[CH:15]=[CH:14][CH:13]=[CH:12][C:8]=2[CH2:9][CH2:10][C:11]2[CH:1]=[CH:2][CH:3]=[CH:4][C:5]1=2. (2) Given the reactants [OH:1][C:2]1[CH:14]=[CH:13][CH:12]=[CH:11][C:3]=1[CH:4]=[C:5]1[CH2:10][CH2:9][O:8][C:6]1=[O:7].C(=O)([O-])[O-].[K+].[K+].S(C1C=CC([N+]([O-])=O)=CC=1)(O[CH2:25][C@H:26]1[O:28][CH2:27]1)(=O)=O, predict the reaction product. The product is: [O:28]1[CH2:27][C@H:26]1[CH2:25][O:1][C:2]1[CH:14]=[CH:13][CH:12]=[CH:11][C:3]=1[CH:4]=[C:5]1[CH2:10][CH2:9][O:8][C:6]1=[O:7].